Predict the reactants needed to synthesize the given product. From a dataset of Full USPTO retrosynthesis dataset with 1.9M reactions from patents (1976-2016). (1) The reactants are: [F:1][C:2]1[CH:3]=[C:4]([OH:11])[CH:5]=[CH:6][C:7]=1[N+:8]([O-:10])=[O:9].C(=O)([O-])[O-].[K+].[K+].C1C=CC(N([S:25]([C:28]([F:31])([F:30])[F:29])(=[O:27])=[O:26])[S:25]([C:28]([F:31])([F:30])[F:29])(=[O:27])=[O:26])=CC=1. Given the product [F:1][C:2]1[CH:3]=[C:4]([O:11][S:25]([C:28]([F:31])([F:30])[F:29])(=[O:27])=[O:26])[CH:5]=[CH:6][C:7]=1[N+:8]([O-:10])=[O:9], predict the reactants needed to synthesize it. (2) Given the product [CH:47]1([C:33]2([CH:27]3[CH2:28][CH2:29][CH2:30][CH2:31][CH2:32]3)[C:34]3[CH:39]=[CH:38][C:37]([N:40]4[CH:44]=[CH:43][CH:42]=[CH:41]4)=[CH:36][C:35]=3[O:45][CH:22]([C:23]([OH:25])=[O:24])[O:46]2)[CH2:52][CH2:51][CH2:50][CH2:49][CH2:48]1, predict the reactants needed to synthesize it. The reactants are: [H-].[Na+].C1OCCOCCOCCOCCOCCOC1.Cl[CH:22](Cl)[C:23]([OH:25])=[O:24].[CH:27]1([C:33]([CH:47]2[CH2:52][CH2:51][CH2:50][CH2:49][CH2:48]2)([OH:46])[C:34]2[CH:39]=[CH:38][C:37]([N:40]3[CH:44]=[CH:43][CH:42]=[CH:41]3)=[CH:36][C:35]=2[OH:45])[CH2:32][CH2:31][CH2:30][CH2:29][CH2:28]1.